Dataset: Full USPTO retrosynthesis dataset with 1.9M reactions from patents (1976-2016). Task: Predict the reactants needed to synthesize the given product. The reactants are: [ClH:1].[F:2][C:3]1[CH:8]=[C:7]([CH3:9])[C:6]([C:10]2[C:11]([CH3:22])=[N:12][C:13]3[C:18]([CH:19]=2)=[CH:17][N:16]=[C:15]([NH:20][CH3:21])[CH:14]=3)=[CH:5][C:4]=1[NH:23][C:24]([NH:26][CH2:27][CH2:28][C:29]1[CH:34]=[CH:33][CH:32]=[CH:31][CH:30]=1)=[O:25]. Given the product [ClH:1].[F:2][C:3]1[CH:8]=[C:7]([CH3:9])[C:6]([C:10]2[C:11]([CH3:22])=[N:12][C:13]3[C:18]([CH:19]=2)=[CH:17][N:16]=[C:15]([NH:20][CH3:21])[CH:14]=3)=[CH:5][C:4]=1[NH:23][C:24]([NH:26][CH2:27][CH2:28][C:29]1[CH:30]=[CH:31][CH:32]=[CH:33][CH:34]=1)=[O:25], predict the reactants needed to synthesize it.